Dataset: Reaction yield outcomes from USPTO patents with 853,638 reactions. Task: Predict the reaction yield, written as a fraction of the theoretical maximum amount of product (1.0 means a 100% yield; for example, 0.34 means a 34% yield). (1) The reactants are COC1C=C(OC)C=CC=1C[NH:6][C:7]1[CH:16]=[N:15][C:14]2[C:9](=[CH:10][C:11]([CH3:17])=[CH:12][CH:13]=2)[N:8]=1.[C:24]([OH:30])([C:26]([F:29])([F:28])[F:27])=[O:25]. The catalyst is C(Cl)Cl. The product is [F:27][C:26]([F:29])([F:28])[C:24]([OH:30])=[O:25].[CH3:17][C:11]1[CH:10]=[C:9]2[C:14]([N:15]=[CH:16][C:7]([NH2:6])=[N:8]2)=[CH:13][CH:12]=1. The yield is 0.850. (2) The reactants are [F:1][C:2]1[CH:3]=[C:4]([CH:15]=[CH:16][C:17]=1[F:18])[NH:5][C:6]1[CH:11]=[CH:10][CH:9]=[CH:8][C:7]=1[N+:12]([O-])=O. The catalyst is C(OCC)(=O)C.CO.[Pd]. The product is [F:1][C:2]1[CH:3]=[C:4]([NH:5][C:6]2[C:7]([NH2:12])=[CH:8][CH:9]=[CH:10][CH:11]=2)[CH:15]=[CH:16][C:17]=1[F:18]. The yield is 0.510. (3) The reactants are [C@H:1]([O:5][C:6]1[CH:15]=[C:14]2[C:9]([CH2:10][C:11](=[O:41])[N:12]([C:23]3[CH:28]=[CH:27][C:26]([N:29]([CH2:31][C@H:32]4[CH2:37][CH2:36][C@H:35]([NH:38][CH2:39][CH3:40])[CH2:34][CH2:33]4)[CH3:30])=[CH:25][CH:24]=3)[CH:13]2[C:16]2[CH:21]=[CH:20][C:19]([Cl:22])=[CH:18][CH:17]=2)=[CH:8][C:7]=1[O:42][CH3:43])([CH2:3][CH3:4])[CH3:2].[CH3:44]C(O)=O.C=O.[BH-](OC(C)=O)(OC(C)=O)OC(C)=O.[Na+]. The catalyst is CC#N. The product is [C@H:1]([O:5][C:6]1[CH:15]=[C:14]2[C:9]([CH2:10][C:11](=[O:41])[N:12]([C:23]3[CH:28]=[CH:27][C:26]([N:29]([CH2:31][C@H:32]4[CH2:33][CH2:34][C@H:35]([N:38]([CH2:39][CH3:40])[CH3:44])[CH2:36][CH2:37]4)[CH3:30])=[CH:25][CH:24]=3)[CH:13]2[C:16]2[CH:17]=[CH:18][C:19]([Cl:22])=[CH:20][CH:21]=2)=[CH:8][C:7]=1[O:42][CH3:43])([CH2:3][CH3:4])[CH3:2]. The yield is 0.440. (4) The reactants are ClC1C=CC=C(C(OO)=[O:9])C=1.[CH2:12]([S:15]([C:17]1[N:22]=[C:21]([C:23]2[S:24][C:25]3[CH:33]=[CH:32][CH:31]=[CH:30][C:26]=3[C:27](=[O:29])[N:28]=2)[CH:20]=[CH:19][CH:18]=1)=[O:16])[CH2:13][CH3:14]. The catalyst is C(OCC)(=O)C. The product is [CH2:12]([S:15]([C:17]1[N:22]=[C:21]([C:23]2[S:24][C:25]3[CH:33]=[CH:32][CH:31]=[CH:30][C:26]=3[C:27](=[O:29])[N:28]=2)[CH:20]=[CH:19][CH:18]=1)(=[O:9])=[O:16])[CH2:13][CH3:14]. The yield is 0.410. (5) The reactants are [S:1]1[CH2:6][CH2:5][CH2:4][S:3][CH2:2]1.[H-].[Na+].BrC[C:11]([O:13][CH3:14])=[O:12]. The catalyst is C1COCC1. The product is [CH3:14][O:13][C:11](=[O:12])[CH2:2][S:1][CH2:6][CH2:5][CH2:4][SH:3]. The yield is 0.270.